From a dataset of Forward reaction prediction with 1.9M reactions from USPTO patents (1976-2016). Predict the product of the given reaction. (1) Given the reactants [CH2:1]([O:3][C:4](=[O:13])[C:5]1[CH:10]=[CH:9][N:8]=[C:7](Cl)[C:6]=1[Cl:12])[CH3:2].[C:14]([O-])([O-])=O.[K+].[K+].CB1OB(C)OB(C)O1.O, predict the reaction product. The product is: [CH2:1]([O:3][C:4](=[O:13])[C:5]1[CH:10]=[CH:9][N:8]=[C:7]([CH3:14])[C:6]=1[Cl:12])[CH3:2]. (2) The product is: [CH2:25]([O:24][C:22]1[CH:23]=[C:18]([CH:14]2[O:13][C:12]3[CH:11]=[CH:10][CH:9]=[C:8]([C:6]([OH:7])=[O:5])[C:17]=3[O:16][CH2:15]2)[CH:19]=[N:20][CH:21]=1)[CH3:26]. Given the reactants O.[OH-].[Li+].C[O:5][C:6]([C:8]1[C:17]2[O:16][CH2:15][CH:14]([C:18]3[CH:19]=[N:20][CH:21]=[C:22]([O:24][CH2:25][CH3:26])[CH:23]=3)[O:13][C:12]=2[CH:11]=[CH:10][CH:9]=1)=[O:7].C(O)(=O)C, predict the reaction product. (3) Given the reactants [C:1]([O:4][CH2:5][C@H:6]1[CH2:11][C@@H:10]([O:12][C:13](=[O:15])[CH3:14])[CH2:9][CH2:8][C@@:7]1([C@H:17]1[CH2:25][CH2:24][C@@:23]2([CH3:26])[C@@H:19]([CH2:20][CH2:21][C:22]32OCC[O:27]3)[C@@H:18]1[CH2:31][OH:32])[CH3:16])(=[O:3])[CH3:2].[CH3:33][C:34]([Si:37](Cl)([C:44]1[CH:49]=[CH:48][CH:47]=[CH:46][CH:45]=1)[C:38]1[CH:43]=[CH:42][CH:41]=[CH:40][CH:39]=1)([CH3:36])[CH3:35].N1C=CN=C1.O, predict the reaction product. The product is: [C:1]([O:4][CH2:5][C@H:6]1[CH2:11][C@@H:10]([O:12][C:13](=[O:15])[CH3:14])[CH2:9][CH2:8][C@@:7]1([C@H:17]1[CH2:25][CH2:24][C@@:23]2([CH3:26])[C@@H:19]([CH2:20][CH2:21][C:22]2=[O:27])[C@@H:18]1[CH2:31][O:32][Si:37]([C:34]([CH3:36])([CH3:35])[CH3:33])([C:44]1[CH:49]=[CH:48][CH:47]=[CH:46][CH:45]=1)[C:38]1[CH:43]=[CH:42][CH:41]=[CH:40][CH:39]=1)[CH3:16])(=[O:3])[CH3:2].